Task: Regression/Classification. Given a drug SMILES string, predict its absorption, distribution, metabolism, or excretion properties. Task type varies by dataset: regression for continuous measurements (e.g., permeability, clearance, half-life) or binary classification for categorical outcomes (e.g., BBB penetration, CYP inhibition). Dataset: cyp3a4_veith.. Dataset: CYP3A4 inhibition data for predicting drug metabolism from PubChem BioAssay (1) The drug is Cc1cc2cc(C)c3nnc(SCC(=O)NCc4ccc5c(c4)OCO5)n3c2cc1C. The result is 1 (inhibitor). (2) The molecule is CCC/C=C(\CCC)C(NS(=O)(=O)c1ccc(Cl)cc1)c1ccccc1. The result is 1 (inhibitor). (3) The drug is CCCCc1nc(SCC(=O)Nc2ncccn2)n[nH]1. The result is 0 (non-inhibitor). (4) The drug is COc1ccc(-n2cnnc2SCC(=O)Nc2ccc(N3CCOCC3)cc2)cc1. The result is 1 (inhibitor). (5) The drug is Cc1cc(NCCO)c2ccccc2n1.Cl. The result is 0 (non-inhibitor). (6) The drug is C=C(Br)CN(C)CC(=C)Br. The result is 0 (non-inhibitor). (7) The compound is CCCCn1nnnc1SCC(=O)N1CCCC1. The result is 0 (non-inhibitor). (8) The compound is COc1ccccc1CNc1ncncc1-c1cccc(NS(C)(=O)=O)c1. The result is 1 (inhibitor). (9) The compound is CCCn1c(=O)c2[nH]c(-c3ccc(S(=O)(=O)O)cc3)nc2n(CCC)c1=O. The result is 0 (non-inhibitor).